From a dataset of CYP2D6 inhibition data for predicting drug metabolism from PubChem BioAssay. Regression/Classification. Given a drug SMILES string, predict its absorption, distribution, metabolism, or excretion properties. Task type varies by dataset: regression for continuous measurements (e.g., permeability, clearance, half-life) or binary classification for categorical outcomes (e.g., BBB penetration, CYP inhibition). Dataset: cyp2d6_veith. (1) The compound is COc1ccc(Oc2ncc3nc(-c4cc(F)cc(F)c4)c(=O)n(C[C@H]4CCCO4)c3n2)cc1. The result is 0 (non-inhibitor). (2) The drug is N#Cc1cccc(-c2ccc3ncnc(NC4CCNCC4)c3c2)c1. The result is 0 (non-inhibitor). (3) The drug is O=C(O)C1CCCCC1C(=O)Nc1cc(Cl)ccc1Cl. The result is 0 (non-inhibitor). (4) The compound is CCN(CC)C(=O)C(=O)N/N=C/c1cccs1. The result is 0 (non-inhibitor). (5) The molecule is Cc1cc(C(=O)NNCc2ccccc2)no1. The result is 0 (non-inhibitor). (6) The drug is Cn1c(=O)c2[nH]c(CCCCc3nc4c([nH]3)c(=O)n(C)c(=S)n4C)nc2n(C)c1=S. The result is 0 (non-inhibitor). (7) The drug is CC(NC(=O)c1ccc(Cl)cc1)c1nnc(SCc2ccc([N+](=O)[O-])cc2)n1C. The result is 0 (non-inhibitor). (8) The molecule is CC(C)[C@H](O)C1=CCCCC1=O. The result is 0 (non-inhibitor). (9) The molecule is COc1ccc2[nH]cc(CCNc3cc(-c4ccc(C(=O)N(C)C)cc4)ncn3)c2c1. The result is 0 (non-inhibitor).